From a dataset of Catalyst prediction with 721,799 reactions and 888 catalyst types from USPTO. Predict which catalyst facilitates the given reaction. (1) Reactant: [CH3:1][N:2]([CH:19]1[CH2:24][CH2:23][NH:22][CH2:21][CH2:20]1)[C:3]1[N:8]=[C:7]([C:9]2[CH:18]=[CH:17][C:16]3[C:11](=[CH:12][CH:13]=[CH:14][CH:15]=3)[CH:10]=2)[CH:6]=[CH:5][N:4]=1.C(N(C(C)C)CC)(C)C.[CH:34](OCC)=[O:35]. Product: [CH3:1][N:2]([C:3]1[N:8]=[C:7]([C:9]2[CH:18]=[CH:17][C:16]3[C:11](=[CH:12][CH:13]=[CH:14][CH:15]=3)[CH:10]=2)[CH:6]=[CH:5][N:4]=1)[CH:19]1[CH2:24][CH2:23][N:22]([CH:34]=[O:35])[CH2:21][CH2:20]1. The catalyst class is: 4. (2) Reactant: [F:1][C:2]1[N:7]=[CH:6][C:5]([CH:8]2[O:12]C(=O)[N:10]([C:14]([O:16][C:17]([CH3:20])([CH3:19])[CH3:18])=[O:15])[CH:9]2[CH2:21][C:22]2[CH:27]=[CH:26][CH:25]=[C:24]([O:28][C:29]([F:34])([F:33])[CH:30]([F:32])[F:31])[CH:23]=2)=[CH:4][CH:3]=1.[OH-].[Na+].O. Product: [F:1][C:2]1[N:7]=[CH:6][C:5]([CH:8]([OH:12])[CH:9]([NH:10][C:14](=[O:15])[O:16][C:17]([CH3:18])([CH3:20])[CH3:19])[CH2:21][C:22]2[CH:27]=[CH:26][CH:25]=[C:24]([O:28][C:29]([F:33])([F:34])[CH:30]([F:31])[F:32])[CH:23]=2)=[CH:4][CH:3]=1. The catalyst class is: 5. (3) Reactant: [C:1]([C:5]1[N:10]=[C:9]([O:11][CH3:12])[C:8]([CH2:13][OH:14])=[CH:7][N:6]=1)([CH3:4])([CH3:3])[CH3:2].CCN(C(C)C)C(C)C.[CH3:24][S:25](Cl)(=[O:27])=[O:26]. Product: [CH3:24][S:25]([O:14][CH2:13][C:8]1[C:9]([O:11][CH3:12])=[N:10][C:5]([C:1]([CH3:4])([CH3:2])[CH3:3])=[N:6][CH:7]=1)(=[O:27])=[O:26]. The catalyst class is: 4.